From a dataset of Catalyst prediction with 721,799 reactions and 888 catalyst types from USPTO. Predict which catalyst facilitates the given reaction. (1) Reactant: [CH3:1][C:2]1[CH:3]=[CH:4][C:5]2[C:11]([N:12]3[CH2:17][CH2:16][NH:15][C@@H:14]([CH2:18][CH2:19][C:20]4[CH:25]=[CH:24][CH:23]=[CH:22][CH:21]=4)[CH2:13]3)=[N:10][C:9]3[CH:26]=[CH:27][CH:28]=[CH:29][C:8]=3[NH:7][C:6]=2[CH:30]=1.C=O.[C:33](O[BH-](OC(=O)C)OC(=O)C)(=O)C.[Na+]. Product: [CH3:1][C:2]1[CH:3]=[CH:4][C:5]2[C:11]([N:12]3[CH2:17][CH2:16][N:15]([CH3:33])[C@@H:14]([CH2:18][CH2:19][C:20]4[CH:25]=[CH:24][CH:23]=[CH:22][CH:21]=4)[CH2:13]3)=[N:10][C:9]3[CH:26]=[CH:27][CH:28]=[CH:29][C:8]=3[NH:7][C:6]=2[CH:30]=1. The catalyst class is: 26. (2) Reactant: [OH:1][C:2]1[CH:3]=[C:4]([CH:9]=[C:10]([O:12][CH:13]([CH3:15])[CH3:14])[CH:11]=1)[C:5]([O:7][CH3:8])=[O:6].[Br:16][C:17]1[CH:22]=[CH:21][C:20](B(O)O)=[CH:19][CH:18]=1.C(N(CC)CC)C. Product: [Br:16][C:17]1[CH:22]=[CH:21][C:20]([O:1][C:2]2[CH:3]=[C:4]([CH:9]=[C:10]([O:12][CH:13]([CH3:15])[CH3:14])[CH:11]=2)[C:5]([O:7][CH3:8])=[O:6])=[CH:19][CH:18]=1. The catalyst class is: 302. (3) Reactant: [C:1]([C:4]1[NH:8][N:7]=[C:6]([C:9]([NH:11][C@@H:12]([CH3:28])[CH2:13][N:14]2[CH:18]=[CH:17][C:16]([C:19]3[CH:24]=[CH:23][C:22]([C:25]#[N:26])=[C:21](Cl)[CH:20]=3)=[N:15]2)=[O:10])[CH:5]=1)(=[O:3])[CH3:2].CN(C=O)C.[CH3:34][S-:35].[Na+]. Product: [C:1]([C:4]1[CH:5]=[C:6]([C:9]([NH:11][C@@H:12]([CH3:28])[CH2:13][N:14]2[CH:18]=[CH:17][C:16]([C:19]3[CH:24]=[CH:23][C:22]([C:25]#[N:26])=[C:21]([S:35][CH3:34])[CH:20]=3)=[N:15]2)=[O:10])[NH:7][N:8]=1)(=[O:3])[CH3:2]. The catalyst class is: 23.